Dataset: Forward reaction prediction with 1.9M reactions from USPTO patents (1976-2016). Task: Predict the product of the given reaction. (1) The product is: [CH3:19][O:20][C:21]1[CH:26]=[CH:25][CH:24]=[CH:23][C:22]=1[C:27]1[CH2:31][CH:30]([C:32]2[CH:37]=[CH:36][CH:35]=[CH:34][CH:33]=2)[N:29]([C:38]2[CH:39]=[CH:40][C:41]([CH:42]=[CH:1][C:2]3[O:3][C:4]([C:13]4[CH:14]=[CH:15][CH:16]=[CH:17][CH:18]=4)=[CH:5][C:6](=[C:8]([C:11]#[N:12])[C:9]#[N:10])[CH:7]=3)=[CH:44][CH:45]=2)[N:28]=1. Given the reactants [CH3:1][C:2]1[O:3][C:4]([C:13]2[CH:18]=[CH:17][CH:16]=[CH:15][CH:14]=2)=[CH:5][C:6](=[C:8]([C:11]#[N:12])[C:9]#[N:10])[CH:7]=1.[CH3:19][O:20][C:21]1[CH:26]=[CH:25][CH:24]=[CH:23][C:22]=1[C:27]1[CH2:31][CH:30]([C:32]2[CH:37]=[CH:36][CH:35]=[CH:34][CH:33]=2)[N:29]([C:38]2[CH:45]=[CH:44][C:41]([CH:42]=O)=[CH:40][CH:39]=2)[N:28]=1.N1CCCCC1, predict the reaction product. (2) The product is: [C:1]([O:5][C:6](=[O:25])[C@@H:7]([NH:24][S:43]([C:33]1[C:42]2[C:37](=[CH:38][CH:39]=[CH:40][CH:41]=2)[CH:36]=[CH:35][CH:34]=1)(=[O:45])=[O:44])[CH2:8][NH:9][C:10](=[O:23])[C:11]1[CH:12]=[CH:13][C:14]([CH2:17][CH2:18][C:19]([O:21][CH3:22])=[O:20])=[CH:15][CH:16]=1)([CH3:4])([CH3:2])[CH3:3]. Given the reactants [C:1]([O:5][C:6](=[O:25])[C@@H:7]([NH2:24])[CH2:8][NH:9][C:10](=[O:23])[C:11]1[CH:16]=[CH:15][C:14]([CH2:17][CH2:18][C:19]([O:21][CH3:22])=[O:20])=[CH:13][CH:12]=1)([CH3:4])([CH3:3])[CH3:2].C(N(CC)CC)C.[C:33]1([S:43](Cl)(=[O:45])=[O:44])[C:42]2[C:37](=[CH:38][CH:39]=[CH:40][CH:41]=2)[CH:36]=[CH:35][CH:34]=1, predict the reaction product.